Dataset: NCI-60 drug combinations with 297,098 pairs across 59 cell lines. Task: Regression. Given two drug SMILES strings and cell line genomic features, predict the synergy score measuring deviation from expected non-interaction effect. (1) Drug 1: C(CCl)NC(=O)N(CCCl)N=O. Drug 2: N.N.Cl[Pt+2]Cl. Cell line: NCI-H522. Synergy scores: CSS=76.3, Synergy_ZIP=-5.92, Synergy_Bliss=-0.330, Synergy_Loewe=2.03, Synergy_HSA=3.41. (2) Drug 1: CNC(=O)C1=CC=CC=C1SC2=CC3=C(C=C2)C(=NN3)C=CC4=CC=CC=N4. Drug 2: C1=NC2=C(N=C(N=C2N1C3C(C(C(O3)CO)O)F)Cl)N. Cell line: OVCAR-8. Synergy scores: CSS=35.8, Synergy_ZIP=1.33, Synergy_Bliss=-1.72, Synergy_Loewe=-20.9, Synergy_HSA=-2.38. (3) Drug 1: C1=CC(=C2C(=C1NCCNCCO)C(=O)C3=C(C=CC(=C3C2=O)O)O)NCCNCCO. Drug 2: CN(CC1=CN=C2C(=N1)C(=NC(=N2)N)N)C3=CC=C(C=C3)C(=O)NC(CCC(=O)O)C(=O)O. Cell line: BT-549. Synergy scores: CSS=43.1, Synergy_ZIP=-4.92, Synergy_Bliss=-4.94, Synergy_Loewe=-9.62, Synergy_HSA=-4.27. (4) Drug 1: CC1=CC=C(C=C1)C2=CC(=NN2C3=CC=C(C=C3)S(=O)(=O)N)C(F)(F)F. Drug 2: C1=NC2=C(N1)C(=S)N=CN2. Cell line: PC-3. Synergy scores: CSS=14.9, Synergy_ZIP=-6.21, Synergy_Bliss=-0.110, Synergy_Loewe=-14.1, Synergy_HSA=-0.462.